Predict the product of the given reaction. From a dataset of Forward reaction prediction with 1.9M reactions from USPTO patents (1976-2016). (1) Given the reactants [S:1]1[CH:5]=[CH:4][CH:3]=[C:2]1[CH:6]=O.[CH3:8][O:9][CH2:10][CH2:11][NH2:12].[C:13]1(=[O:24])[O:19][C:17](=O)[C:16]2=[CH:20][CH:21]=[CH:22][CH:23]=[C:15]2[CH2:14]1.[C:25]1([C:31]2[N:36]=[CH:35][C:34]([NH2:37])=[CH:33][CH:32]=2)[CH:30]=[CH:29][CH:28]=[CH:27][CH:26]=1, predict the reaction product. The product is: [CH3:8][O:9][CH2:10][CH2:11][N:12]1[CH:6]([C:2]2[S:1][CH:5]=[CH:4][CH:3]=2)[CH:14]([C:13]([NH:37][C:34]2[CH:35]=[N:36][C:31]([C:25]3[CH:30]=[CH:29][CH:28]=[CH:27][CH:26]=3)=[CH:32][CH:33]=2)=[O:24])[C:15]2[C:16](=[CH:20][CH:21]=[CH:22][CH:23]=2)[C:17]1=[O:19]. (2) Given the reactants O=S(Cl)[Cl:3].[CH3:5][C:6]1[C:10]([C:11]2[NH:15][C:14]3[CH:16]=[C:17]([CH2:20][C:21](O)=[O:22])[CH:18]=[CH:19][C:13]=3[N:12]=2)=[C:9]([CH3:24])[O:8][N:7]=1, predict the reaction product. The product is: [CH3:5][C:6]1[C:10]([C:11]2[NH:15][C:14]3[CH:16]=[C:17]([CH2:20][C:21]([Cl:3])=[O:22])[CH:18]=[CH:19][C:13]=3[N:12]=2)=[C:9]([CH3:24])[O:8][N:7]=1. (3) Given the reactants [CH3:1][O:2][C:3]1[CH:8]=[CH:7][CH:6]=[CH:5][C:4]=1[NH:9][C:10]1[N:15]=[C:14]([C:16]2[CH:17]=[C:18]([OH:22])[CH:19]=[CH:20][CH:21]=2)[CH:13]=[CH:12][C:11]=1[N+:23]([O-])=O.ClC1N=C(NC2C=CC=C[C:35]=2[O:40]C)C([N+]([O-])=O)=CC=1.OC1C=C(B(O)O)C=CC=1.P([O-])([O-])([O-])=O.[K+].[K+].[K+], predict the reaction product. The product is: [OH:22][C:18]1[CH:17]=[C:16]([C:14]2[N:15]=[C:10]3[N:9]([C:4]4[CH:5]=[CH:6][CH:7]=[CH:8][C:3]=4[O:2][CH3:1])[C:35](=[O:40])[NH:23][C:11]3=[CH:12][CH:13]=2)[CH:21]=[CH:20][CH:19]=1. (4) Given the reactants Br[C:2]1[CH:12]=[CH:11][C:5]2[N:6]([CH3:10])[CH2:7][CH2:8][O:9][C:4]=2[CH:3]=1.C([Li])CCC.[CH3:18][O:19][C:20]1[CH:21]=[C:22]([CH:26]=[C:27]([O:29][CH3:30])[CH:28]=1)[C:23](Cl)=[O:24], predict the reaction product. The product is: [CH3:30][O:29][C:27]1[CH:26]=[C:22]([C:23]([C:2]2[CH:12]=[CH:11][C:5]3[N:6]([CH3:10])[CH2:7][CH2:8][O:9][C:4]=3[CH:3]=2)=[O:24])[CH:21]=[C:20]([O:19][CH3:18])[CH:28]=1. (5) Given the reactants C[O:2][C:3](=[O:10])[CH2:4][NH:5][C:6]([CH3:9])([CH3:8])[CH3:7].[OH-].[Li+].Cl, predict the reaction product. The product is: [C:6]([NH:5][CH2:4][C:3]([OH:10])=[O:2])([CH3:9])([CH3:8])[CH3:7]. (6) Given the reactants Br[C:2]1[CH:3]=[C:4]([CH:7]=[CH:8][C:9]=1[O:10][CH2:11][O:12][CH2:13][CH2:14][O:15][CH3:16])[C:5]#[N:6].O1CCOCC1.[B:23]1([B:23]2[O:27][C:26]([CH3:29])([CH3:28])[C:25]([CH3:31])([CH3:30])[O:24]2)[O:27][C:26]([CH3:29])([CH3:28])[C:25]([CH3:31])([CH3:30])[O:24]1.C([O-])(=O)C.[K+], predict the reaction product. The product is: [CH3:16][O:15][CH2:14][CH2:13][O:12][CH2:11][O:10][C:9]1[CH:8]=[CH:7][C:4]([C:5]#[N:6])=[CH:3][C:2]=1[B:23]1[O:27][C:26]([CH3:29])([CH3:28])[C:25]([CH3:31])([CH3:30])[O:24]1.